Dataset: Experimentally validated miRNA-target interactions with 360,000+ pairs, plus equal number of negative samples. Task: Binary Classification. Given a miRNA mature sequence and a target amino acid sequence, predict their likelihood of interaction. (1) The miRNA is hsa-miR-200c-3p with sequence UAAUACUGCCGGGUAAUGAUGGA. The protein sequence of the target gene is MEESTAPIEAHAAAGAEAGAEGGEGVSVPPPPQFEAAGASAGVSSAPLQQASGLAPLLVTPGPAIRRAASLRPAPAEGGGARSGPERNSGSWTKQILCRYYLHGQCKEGDNCRYSHDLSGRRRSRGGQDAQPRASADRGPKMATRWEPPTQEVAEAPPAASSSSLPLIGSAAERGFTEAEIDNAGIRSAAERGFSEAEIDNASLAAGAAAGAGAEGWEGAIEFVPGQPYRGRMVPPHGPEAPLQSPAIEREHMAMGMGMPMPVPMPMPVPMPVPMPLPLCRYAARGQCLRGDRCAYPHGE.... Result: 0 (no interaction). (2) The miRNA is mmu-miR-3086-3p with sequence CCCAAUGAGCCUACAGUCUAAG. The protein sequence of the target gene is MVRVRAVVMARDDSSGGWLPVGGGGLSQVSVCRVRGARPEGGARQGHYVIHGERLRDQKTTLECTLRPGLVYNKVNPIFHHWSLGDCKFGLTFQSPAEADEFQKSLLAALAALSRGSLTPSSSSSSSSPSQDTAETPCPLTSHVDSDSSSSHSRQETPPTAPIATVESAAAFPLATRPQRRRSSAQSYPPLLPFTGIPEPSESLAGAGSQGWGSRGYEDYRRSGPPPPPLALSTCVVRFAKTGALRGAALGPPVSLPAPLTEAAPPAPPARPPPGPGPTPAPAKASPEAEEAARCVHCRA.... Result: 0 (no interaction). (3) The miRNA is hsa-miR-1207-5p with sequence UGGCAGGGAGGCUGGGAGGGG. The protein sequence of the target gene is MARKLVMFRDVAIDFSQEEWECLDSAQRDLYRDVMLENYSNLVSLDLPSRCASKDLSPEKNTYETELSQWEMSDRLENCDLEESNSRDYLEAKGKMEKQQENQKEYFRQGMIIYDKMSIFNQHTYLSQHSRCHSTEKPYKCKECGKAFRRASHLTQHQSIHTGEKPYECKQCGKAFSRDSQLSLHQRLHTGEKPYACKECGKAFTQSSQLILHHRIHTGEKPYKCEECGKAFIRSSQLTRHQKVHTGEKPYECKECGKAFTQNSQLTLHQRLHTGEKLYECKECRKVFTQLSQLILHKRI.... Result: 0 (no interaction). (4) The miRNA is hsa-miR-4692 with sequence UCAGGCAGUGUGGGUAUCAGAU. The protein sequence of the target gene is MAEKFDHLEEHLEKFVENIRQLGIIVSDFQPSSQAGLSQKLNFIVTGLQDIDKCRQQLHDITVPLEVFEYIDQGRNPQLYTKECLERALAKNEQVKGKIDTMKKFKSLLIQELSKVFPEDMAKYRSIRGEDHPPS. Result: 0 (no interaction). (5) Result: 1 (interaction). The protein sequence of the target gene is MEGPAEWGPEAALGPEAVLRFLAERGGRALHAELVQHFRGALGGEPEQRARARAHFKELVNAVATVRVDPADGAKYVHLKKRFCEGPSEPSGDPPRIQVTAEPEAPDGPAGPEARDRLPDAAAPESLPGQGRELGEGEPPAPAHWPPLSAGARRKNSRRDVQPLPRTPAPGPSEDLELPPHGCEEADRGSSLVGATAQRPARQNLRDLVMGSSPQLKRSVCPGGSSPGSSSGGGRGRGGGDSDSASVASSSAEEESSGGGSVTLDPLEHAWMLSASDGKWDSLEGLLTCEPGLLVKRDFI.... The miRNA is hsa-miR-26a-1-3p with sequence CCUAUUCUUGGUUACUUGCACG. (6) The miRNA is hsa-miR-4434 with sequence AGGAGAAGUAAAGUAGAA. Result: 0 (no interaction). The protein sequence of the target gene is MSCQQSQQQCQPPPKCTPKCPPKCPTPKCPPKCPPKCPPVSSCCSVSSGGCCGSSSGGGCSSGGGGCCLSHHRRHRSHRHRLQSSGCCSQPSGGSSCCGGDSGQHSGGCC.